From a dataset of Catalyst prediction with 721,799 reactions and 888 catalyst types from USPTO. Predict which catalyst facilitates the given reaction. Reactant: C[CH:2]1[C:8](=[O:9])[NH:7][C:6]2[CH:10]=[CH:11][CH:12]=[CH:13][C:5]=2[C:4]2[CH:14]=[CH:15][CH:16]=[CH:17][C:3]1=2.CCN(CC)CC.[Si]([I:29])(C)(C)C.II. Product: [I:29][N:7]1[C:8](=[O:9])[CH2:2][C:3]2[CH:17]=[CH:16][CH:15]=[CH:14][C:4]=2[C:5]2[CH:13]=[CH:12][CH:11]=[CH:10][C:6]1=2. The catalyst class is: 2.